Dataset: Reaction yield outcomes from USPTO patents with 853,638 reactions. Task: Predict the reaction yield, written as a fraction of the theoretical maximum amount of product (1.0 means a 100% yield; for example, 0.34 means a 34% yield). (1) The reactants are [CH3:1][N:2]([CH3:24])[S:3]([N:6]1[C:10]([CH:11]([C:13]2[CH:22]=[CH:21][C:16]3[O:17][CH2:18][CH2:19][O:20][C:15]=3[CH:14]=2)O)=[C:9]([CH3:23])[N:8]=[CH:7]1)(=[O:5])=[O:4].S(C[N+]#[C-])(C1C=CC(C)=CC=1)(=O)=O.[C-]#N.[Na+]. The catalyst is CCO. The product is [CH3:24][N:2]([CH3:1])[S:3]([N:6]1[C:10]([CH2:11][C:13]2[CH:22]=[CH:21][C:16]3[O:17][CH2:18][CH2:19][O:20][C:15]=3[CH:14]=2)=[C:9]([CH3:23])[N:8]=[CH:7]1)(=[O:4])=[O:5]. The yield is 0.310. (2) The reactants are [Br:1][C:2]1[CH:7]=[CH:6][C:5]([N:8]2[C:19]3[C:11](=[CH:12][C:13]4[O:17][CH:16]=[N:15][C:14]=4[C:18]=3[F:20])[NH:10][C:9]2=[O:21])=[C:4]([Cl:22])[CH:3]=1.C(N(CC)CC)C.[CH2:30]([C:33]1([S:36](Cl)(=[O:38])=[O:37])[CH2:35][CH2:34]1)[CH:31]=[CH2:32].C([O-])(O)=O.[Na+]. The catalyst is C(Cl)Cl.CN(C1C=CN=CC=1)C. The product is [CH2:30]([C:33]1([S:36]([N:10]2[C:11]3=[CH:12][C:13]4[O:17][CH:16]=[N:15][C:14]=4[C:18]([F:20])=[C:19]3[N:8]([C:5]3[CH:6]=[CH:7][C:2]([Br:1])=[CH:3][C:4]=3[Cl:22])[C:9]2=[O:21])(=[O:38])=[O:37])[CH2:35][CH2:34]1)[CH:31]=[CH2:32]. The yield is 0.872.